The task is: Binary Classification. Given a miRNA mature sequence and a target amino acid sequence, predict their likelihood of interaction.. This data is from Experimentally validated miRNA-target interactions with 360,000+ pairs, plus equal number of negative samples. (1) The miRNA is mmu-miR-466e-3p with sequence UAUACAUACACGCACACAUAAGA. The protein sequence of the target gene is MDYDFKAKLAAERERVEDLFEYEGCKVGRGTYGHVYKARRKDGKDEKEYALKQIEGTGISMSACREIALLRELKHPNVIALQKVFLSHSDRKVWLLFDYAEHDLWHIIKFHRASKANKKPMQLPRSMVKSLLYQILDGIHYLHANWVLHRDLKPANILVMGEGPERGRVKIADMGFARLFNSPLKPLADLDPVVVTFWYRAPELLLGARHYTKAIDIWAIGCIFAELLTSEPIFHCRQEDIKTSNPFHHDQLDRIFSVMGFPADKDWEDIRKMPEYPTLQKDFRRTTYANSSLIKYMEKH.... Result: 1 (interaction). (2) The miRNA is mmu-miR-142a-3p with sequence UGUAGUGUUUCCUACUUUAUGGA. The protein sequence of the target gene is MHLGAYRTRHGKVSPTTETKLFLRFIVLCVVWISVHAQGQGIDILQQLGLGGRDVRYTSSVTAVPSSSWSTPLPQGVHLTDFGVILTDNAYIESPLVNILPISLRQPLTVLIGLQSFKVNNAFLFSIRNNNRLQFGVQLLPKKLIVHVGGKQTVTFNYSAHDERWHSFAITVDHHVISMFVECGKRHFSGETTSDVQTFDPHSVFTLGSINNSSAHFEGTVCQLEIMPSTAASAEYCRHLKQQCLRADASQAQRNLPHTAGMPTRHPAHTPLPRGFPGTDSPQKRFTEQDSLPKGFDGTE.... Result: 0 (no interaction). (3) The miRNA is hsa-miR-6765-5p with sequence GUGAGGCGGGGCCAGGAGGGUGUGU. The protein sequence of the target gene is MDFTEAYSDTCSTVGLAAREGNVKILRKLLKKGRSVDVADNRGWMPIHEAAYHNAVECLQMLIHTDSSENYIKAKTFEGFCALHLAVSQGHWKITQILLEAGADPNETTLEETTPLFLAVESGRIDVLKLLLQHGANVNGSHSMSGWNSLHQASFQGNAETIRLLLKQGADRECQDDFGITPLFVAAQYGKLESMSILISSGANVNCQALDKATPLFIAAQEGHTKCVELLLSSGADPDLYCNEDNWQLPIHAAAQMGHTETLDLLIPRTNRACDTGPDKVSPVYSAVFGGREECLEMLL.... Result: 0 (no interaction). (4) The protein sequence of the target gene is MALQDVCKWQTPDTPRPSIHLPQAGGWAVPRGCDPQTFLQIHGPRLAHGTTTLAFRFRHGVIAAADTRSSCGSYVACPASRKVIPVHQRLLGTTSGTSADCATWYRVLRRELRLRELREGQLPSVAGTAKLLAAMMSCYRGLDLCVATALCGWDHSGPALFYVYSDGTCLQGDIFSVGSGSPYAYGVLDRGYHYDMTIQEAYTLARCAVAHATHRDAYSGGSVDLFHVRESGWEYVSRSDACVLYRELQKARSLEQELEAKACGIYPEPATPQGARECKELFVEQEEVTPEDCAIIMKTE.... Result: 1 (interaction). The miRNA is mmu-miR-3082-5p with sequence GACAGAGUGUGUGUGUCUGUGU.